From a dataset of Full USPTO retrosynthesis dataset with 1.9M reactions from patents (1976-2016). Predict the reactants needed to synthesize the given product. Given the product [CH3:26][C:2]1[S:3][C:4]([C:16]2[CH:21]=[CH:20][N:19]=[C:18]([S:22]([CH3:25])(=[O:24])=[O:23])[N:17]=2)=[C:5]([C:7]2[CH:12]=[CH:11][CH:10]=[C:9]([N+:13]([O-:15])=[O:14])[CH:8]=2)[N:6]=1, predict the reactants needed to synthesize it. The reactants are: Br[C:2]1[S:3][C:4]([C:16]2[CH:21]=[CH:20][N:19]=[C:18]([S:22]([CH3:25])(=[O:24])=[O:23])[N:17]=2)=[C:5]([C:7]2[CH:12]=[CH:11][CH:10]=[C:9]([N+:13]([O-:15])=[O:14])[CH:8]=2)[N:6]=1.[CH2:26]1COCC1.[Cl-].C[Zn+].